This data is from Full USPTO retrosynthesis dataset with 1.9M reactions from patents (1976-2016). The task is: Predict the reactants needed to synthesize the given product. (1) The reactants are: Br[CH2:2][C:3]1[C:8]([O:9][CH3:10])=[CH:7][CH:6]=[CH:5][C:4]=1[N:11]1[C:15](=[O:16])[N:14]([CH3:17])[N:13]=[N:12]1.[CH3:18][C:19]1[CH:24]=[CH:23][C:22]([N:25]2[CH:29]=[CH:28][C:27]([OH:30])=[N:26]2)=[CH:21][CH:20]=1.C(=O)([O-])[O-].[K+].[K+].C(#N)C. Given the product [CH3:18][C:19]1[CH:20]=[CH:21][C:22]([N:25]2[CH:29]=[CH:28][C:27]([O:30][CH2:2][C:3]3[C:8]([O:9][CH3:10])=[CH:7][CH:6]=[CH:5][C:4]=3[N:11]3[C:15](=[O:16])[N:14]([CH3:17])[N:13]=[N:12]3)=[N:26]2)=[CH:23][CH:24]=1, predict the reactants needed to synthesize it. (2) The reactants are: [CH3:1][C:2]1([C:7]2[S:11][C:10]([CH2:12][N:13]3[CH:17]=[CH:16][C:15]([NH2:18])=[N:14]3)=[CH:9][CH:8]=2)[O:6]CCO1.[CH3:19][C:20]1[O:21][C:22]([C:28]2[CH:33]=[CH:32][CH:31]=[C:30]([O:34][C:35]([F:38])([F:37])[F:36])[CH:29]=2)=[C:23]([C:25](O)=[O:26])[N:24]=1. Given the product [C:2]([C:7]1[S:11][C:10]([CH2:12][N:13]2[CH:17]=[CH:16][C:15]([NH:18][C:25]([C:23]3[N:24]=[C:20]([CH3:19])[O:21][C:22]=3[C:28]3[CH:33]=[CH:32][CH:31]=[C:30]([O:34][C:35]([F:37])([F:36])[F:38])[CH:29]=3)=[O:26])=[N:14]2)=[CH:9][CH:8]=1)(=[O:6])[CH3:1], predict the reactants needed to synthesize it.